Task: Predict the reactants needed to synthesize the given product.. Dataset: Full USPTO retrosynthesis dataset with 1.9M reactions from patents (1976-2016) (1) Given the product [CH3:5][C:4]1[CH:8]=[C:7]([Sn:9]([CH2:14][CH2:15][CH2:16][CH3:17])([CH2:10][CH2:11][CH2:12][CH3:13])[CH2:18][CH2:19][CH2:20][CH3:21])[N:2]([C:22]2[CH:23]=[CH:24][CH:25]=[CH:26][CH:27]=2)[N:3]=1, predict the reactants needed to synthesize it. The reactants are: O1[C:5](=O)[CH:4]=[NH+:3][N-:2]1.[C:7]([Sn:9]([CH2:18][CH2:19][CH2:20][CH3:21])([CH2:14][CH2:15][CH2:16][CH3:17])[CH2:10][CH2:11][CH2:12][CH3:13])#[CH:8].[C:22]1(C)[C:23](C)=[CH:24][CH:25]=[CH:26][CH:27]=1. (2) Given the product [Br:1][C:2]1[CH:7]=[CH:6][CH:5]=[CH:4][C:3]=1[O:8][CH2:10][C:11]#[N:12], predict the reactants needed to synthesize it. The reactants are: [Br:1][C:2]1[CH:7]=[CH:6][CH:5]=[CH:4][C:3]=1[OH:8].Br[CH2:10][C:11]#[N:12].C(=O)([O-])[O-].[K+].[K+].CN(C)C=O. (3) Given the product [CH3:1][CH:2]([CH3:38])[CH:3]([NH:11][C:12](=[O:37])[CH2:13][N:14]1[C:19](=[O:20])[C:18]([NH2:21])=[CH:17][N:16]=[C:15]1[C:31]1[CH:36]=[CH:35][CH:34]=[CH:33][CH:32]=1)[C:4]([C:6]1[S:7][CH:8]=[CH:9][N:10]=1)=[O:5], predict the reactants needed to synthesize it. The reactants are: [CH3:1][CH:2]([CH3:38])[CH:3]([NH:11][C:12](=[O:37])[CH2:13][N:14]1[C:19](=[O:20])[C:18]([NH:21]C(=O)CC2C=CC=CC=2)=[CH:17][N:16]=[C:15]1[C:31]1[CH:36]=[CH:35][CH:34]=[CH:33][CH:32]=1)[C:4]([C:6]1[S:7][CH:8]=[CH:9][N:10]=1)=[O:5].CCC(COC(C(N(CC[NH+](C)C)C)=O)(C1C=CC=CC=1)C1C=CC=CC=1)CC.[Cl-].CC1(C)S[C@@H]2[C@H](NC(CC3C=CC=CC=3)=O)C(=O)N2[C@H]1C([O-])=O.[K+]. (4) Given the product [Cl:13][C:5]1[C:4]2[C:9](=[CH:10][CH:11]=[C:2]([NH:26][CH2:25][C:24]3[CH:27]=[CH:28][CH:29]=[CH:30][C:23]=3[O:22][CH2:21][CH2:20][N:14]3[CH2:19][CH2:18][O:17][CH2:16][CH2:15]3)[CH:3]=2)[C:8](=[O:12])[NH:7][N:6]=1, predict the reactants needed to synthesize it. The reactants are: Br[C:2]1[CH:3]=[C:4]2[C:9](=[CH:10][CH:11]=1)[C:8](=[O:12])[NH:7][N:6]=[C:5]2[Cl:13].[N:14]1([CH2:20][CH2:21][O:22][C:23]2[CH:30]=[CH:29][CH:28]=[CH:27][C:24]=2[CH2:25][NH2:26])[CH2:19][CH2:18][O:17][CH2:16][CH2:15]1.C1C=CC(P(C2C(C3C(P(C4C=CC=CC=4)C4C=CC=CC=4)=CC=C4C=3C=CC=C4)=C3C(C=CC=C3)=CC=2)C2C=CC=CC=2)=CC=1.CC([O-])(C)C.[Na+]. (5) The reactants are: [Si]([O:8][C@H:9]([CH3:41])[C@@H:10]([NH:30][C:31]1[CH:38]=[CH:37][C:34]([C:35]#[N:36])=[C:33]([Cl:39])[C:32]=1[CH3:40])[C:11]1[O:12][C:13]([C:16]2[CH:21]=[CH:20][C:19]([O:22][Si](C(C)(C)C)(C)C)=[CH:18][CH:17]=2)=[N:14][N:15]=1)(C(C)(C)C)(C)C.[F-].C([N+](CCCC)(CCCC)CCCC)CCC. Given the product [Cl:39][C:33]1[C:32]([CH3:40])=[C:31]([NH:30][C@@H:10]([C:11]2[O:12][C:13]([C:16]3[CH:17]=[CH:18][C:19]([OH:22])=[CH:20][CH:21]=3)=[N:14][N:15]=2)[C@H:9]([OH:8])[CH3:41])[CH:38]=[CH:37][C:34]=1[C:35]#[N:36], predict the reactants needed to synthesize it. (6) Given the product [Cl:57][C:54]1[CH:55]=[C:56]2[C:51](=[C:52]([Cl:58])[CH:53]=1)[CH2:50][N:49]([CH3:59])[CH2:48][CH:47]2[C:43]1[CH:42]=[C:41]([S:38]([NH:37][CH2:36][CH2:35][O:34][CH2:33][CH2:32][O:31][CH2:30][CH2:29][O:28][CH2:27][CH2:26][NH:25][C:3](=[O:5])[C@H:2]([OH:1])[C@@H:13]([OH:24])[C:14]([OH:16])=[O:15])(=[O:39])=[O:40])[CH:46]=[CH:45][CH:44]=1, predict the reactants needed to synthesize it. The reactants are: [OH:1][C@H:2]([C@@H:13]([OH:24])[C:14]([O:16]N1C(=O)CCC1=O)=[O:15])[C:3]([O:5]N1C(=O)CCC1=O)=O.[NH2:25][CH2:26][CH2:27][O:28][CH2:29][CH2:30][O:31][CH2:32][CH2:33][O:34][CH2:35][CH2:36][NH:37][S:38]([C:41]1[CH:46]=[CH:45][CH:44]=[C:43]([CH:47]2[C:56]3[C:51](=[C:52]([Cl:58])[CH:53]=[C:54]([Cl:57])[CH:55]=3)[CH2:50][N:49]([CH3:59])[CH2:48]2)[CH:42]=1)(=[O:40])=[O:39]. (7) Given the product [CH3:51][O:35][CH:34]([O:49][CH3:46])[C:17]1[C:18]2[S:22][C:21]([NH:23][C:24](=[O:32])[NH:25][CH2:30][CH3:31])=[N:20][C:19]=2[CH:33]=[C:15]([C:12]2[CH:11]=[N:10][C:9]([N:6]3[CH2:7][CH2:8][C:3]([CH2:1][CH3:2])([C:36]([O:38][CH2:39][CH3:40])=[O:37])[CH2:4][CH2:5]3)=[N:14][CH:13]=2)[CH:16]=1, predict the reactants needed to synthesize it. The reactants are: [CH2:1]([C:3]1([C:36]([O:38][CH2:39][CH3:40])=[O:37])[CH2:8][CH2:7][N:6]([C:9]2[N:14]=[CH:13][C:12]([C:15]3[CH:16]=[C:17]([CH:34]=[O:35])[C:18]4[S:22][C:21]([N:23]5CN(C)C[N:25]([CH2:30][CH3:31])[C:24]5=[O:32])=[N:20][C:19]=4[CH:33]=3)=[CH:11][N:10]=2)[CH2:5][CH2:4]1)[CH3:2].OS(O)(=O)=O.[C:46]([O-:49])(O)=O.[Na+].[CH3:51]O.